This data is from Forward reaction prediction with 1.9M reactions from USPTO patents (1976-2016). The task is: Predict the product of the given reaction. (1) Given the reactants [CH3:1][N:2]1[C:6]([C:7]([NH:9][C:10]2[CH:15]=[C:14]([O:16][C:17]3[CH:18]=[N:19][C:20]([N+:23]([O-])=O)=[CH:21][CH:22]=3)[CH:13]=[C:12]([CH3:26])[CH:11]=2)=[O:8])=[CH:5][C:4]([CH3:27])=[N:3]1, predict the reaction product. The product is: [NH2:23][C:20]1[N:19]=[CH:18][C:17]([O:16][C:14]2[CH:15]=[C:10]([NH:9][C:7]([C:6]3[N:2]([CH3:1])[N:3]=[C:4]([CH3:27])[CH:5]=3)=[O:8])[CH:11]=[C:12]([CH3:26])[CH:13]=2)=[CH:22][CH:21]=1. (2) Given the reactants [Cl:1][C:2]1[CH:3]=[C:4]([C:9]2([C:29]([F:32])([F:31])[F:30])[O:13][N:12]=[C:11]([C:14]3[CH:15]=[C:16]([N:20]([NH2:28])[C:21]([O:23][C:24]([CH3:27])([CH3:26])[CH3:25])=[O:22])[CH:17]=[CH:18][CH:19]=3)[CH2:10]2)[CH:5]=[C:6]([Cl:8])[CH:7]=1.C(N(CC)CC)C.[C:40](Cl)(=[O:42])[CH3:41].O, predict the reaction product. The product is: [C:40]([NH:28][N:20]([C:16]1[CH:17]=[CH:18][CH:19]=[C:14]([C:11]2[CH2:10][C:9]([C:4]3[CH:5]=[C:6]([Cl:8])[CH:7]=[C:2]([Cl:1])[CH:3]=3)([C:29]([F:30])([F:32])[F:31])[O:13][N:12]=2)[CH:15]=1)[C:21]([O:23][C:24]([CH3:27])([CH3:25])[CH3:26])=[O:22])(=[O:42])[CH3:41]. (3) Given the reactants [Br:1][C:2]1[CH:3]=[C:4]([F:13])[CH:5]=[C:6]2[C:11]=1[N:10]=[C:9](O)[N:8]=[CH:7]2.NC(N)=[O:16], predict the reaction product. The product is: [Br:1][C:2]1[CH:3]=[C:4]([F:13])[CH:5]=[C:6]2[C:11]=1[N:10]([OH:16])[CH2:9][N:8]=[CH:7]2. (4) Given the reactants [F:1][C:2]1[CH:18]=[C:17]([CH:19]=[CH2:20])[CH:16]=[CH:15][C:3]=1[O:4][C:5]1[CH:6]=[N:7][C:8]([C:11]([F:14])([F:13])[F:12])=[N:9][CH:10]=1.B1C2CCCC1CCC2.[OH-:30].[Na+].OO, predict the reaction product. The product is: [F:1][C:2]1[CH:18]=[C:17]([CH2:19][CH2:20][OH:30])[CH:16]=[CH:15][C:3]=1[O:4][C:5]1[CH:10]=[N:9][C:8]([C:11]([F:12])([F:13])[F:14])=[N:7][CH:6]=1. (5) Given the reactants [C:1]([N:4]1[CH2:9][CH2:8][C:7](=O)[CH2:6][CH2:5]1)(=[O:3])[CH3:2].N1CCOCC1.C1(C)C=CC(S(O)(=O)=O)=CC=1.CCN(CC)CC.[Cl:35][C:36]1[CH:44]=[CH:43][C:39]([C:40](Cl)=O)=[CH:38][CH:37]=1.[NH2:45][NH2:46], predict the reaction product. The product is: [Cl:35][C:36]1[CH:44]=[CH:43][C:39]([C:40]2[C:6]3[CH2:5][N:4]([C:1](=[O:3])[CH3:2])[CH2:9][CH2:8][C:7]=3[NH:46][N:45]=2)=[CH:38][CH:37]=1. (6) The product is: [C:1]([O:5][C:6]([NH:8][CH:9]([C:13]([CH3:17])([CH3:16])[CH:14]=[CH2:15])[C:10]([O:12][CH3:18])=[O:11])=[O:7])([CH3:4])([CH3:3])[CH3:2]. Given the reactants [C:1]([O:5][C:6]([NH:8][CH:9]([C:13]([CH3:17])([CH3:16])[CH:14]=[CH2:15])[C:10]([OH:12])=[O:11])=[O:7])([CH3:4])([CH3:3])[CH3:2].[C:18](=O)(O)[O-].[Na+].CI.O, predict the reaction product.